This data is from NCI-60 drug combinations with 297,098 pairs across 59 cell lines. The task is: Regression. Given two drug SMILES strings and cell line genomic features, predict the synergy score measuring deviation from expected non-interaction effect. (1) Drug 1: CC(C1=C(C=CC(=C1Cl)F)Cl)OC2=C(N=CC(=C2)C3=CN(N=C3)C4CCNCC4)N. Drug 2: C1=NC(=NC(=O)N1C2C(C(C(O2)CO)O)O)N. Cell line: HCT116. Synergy scores: CSS=24.6, Synergy_ZIP=-1.25, Synergy_Bliss=4.92, Synergy_Loewe=1.47, Synergy_HSA=6.83. (2) Drug 1: CC12CCC3C(C1CCC2=O)CC(=C)C4=CC(=O)C=CC34C. Drug 2: C1=CC(=CC=C1CC(C(=O)O)N)N(CCCl)CCCl.Cl. Cell line: SF-268. Synergy scores: CSS=34.2, Synergy_ZIP=-0.576, Synergy_Bliss=8.16, Synergy_Loewe=-6.92, Synergy_HSA=6.64. (3) Drug 1: C1C(C(OC1N2C=C(C(=O)NC2=O)F)CO)O. Drug 2: CC1=C(C=C(C=C1)C(=O)NC2=CC(=CC(=C2)C(F)(F)F)N3C=C(N=C3)C)NC4=NC=CC(=N4)C5=CN=CC=C5. Cell line: HOP-92. Synergy scores: CSS=13.8, Synergy_ZIP=-1.36, Synergy_Bliss=3.53, Synergy_Loewe=-8.46, Synergy_HSA=2.13. (4) Drug 1: C1=NC2=C(N=C(N=C2N1C3C(C(C(O3)CO)O)O)F)N. Drug 2: C1CN1C2=NC(=NC(=N2)N3CC3)N4CC4. Cell line: DU-145. Synergy scores: CSS=67.7, Synergy_ZIP=-3.45, Synergy_Bliss=-0.968, Synergy_Loewe=1.45, Synergy_HSA=3.02. (5) Drug 1: CCC1(CC2CC(C3=C(CCN(C2)C1)C4=CC=CC=C4N3)(C5=C(C=C6C(=C5)C78CCN9C7C(C=CC9)(C(C(C8N6C=O)(C(=O)OC)O)OC(=O)C)CC)OC)C(=O)OC)O.OS(=O)(=O)O. Drug 2: CC1C(C(CC(O1)OC2CC(OC(C2O)C)OC3=CC4=CC5=C(C(=O)C(C(C5)C(C(=O)C(C(C)O)O)OC)OC6CC(C(C(O6)C)O)OC7CC(C(C(O7)C)O)OC8CC(C(C(O8)C)O)(C)O)C(=C4C(=C3C)O)O)O)O. Cell line: UACC62. Synergy scores: CSS=36.7, Synergy_ZIP=1.59, Synergy_Bliss=1.73, Synergy_Loewe=-0.807, Synergy_HSA=0.455. (6) Drug 1: COC1=C(C=C2C(=C1)N=CN=C2NC3=CC(=C(C=C3)F)Cl)OCCCN4CCOCC4. Drug 2: CC1=C(C(CCC1)(C)C)C=CC(=CC=CC(=CC(=O)O)C)C. Cell line: SN12C. Synergy scores: CSS=33.5, Synergy_ZIP=-7.31, Synergy_Bliss=1.87, Synergy_Loewe=6.36, Synergy_HSA=7.00. (7) Drug 1: C1CC(=O)NC(=O)C1N2CC3=C(C2=O)C=CC=C3N. Cell line: LOX IMVI. Synergy scores: CSS=3.10, Synergy_ZIP=-3.47, Synergy_Bliss=-7.63, Synergy_Loewe=-5.71, Synergy_HSA=-5.63. Drug 2: C1=CN(C=N1)CC(O)(P(=O)(O)O)P(=O)(O)O. (8) Drug 1: CC1=C(C(=O)C2=C(C1=O)N3CC4C(C3(C2COC(=O)N)OC)N4)N. Drug 2: C1=CC=C(C=C1)NC(=O)CCCCCCC(=O)NO. Cell line: NCI-H460. Synergy scores: CSS=77.0, Synergy_ZIP=4.23, Synergy_Bliss=3.40, Synergy_Loewe=3.48, Synergy_HSA=8.01. (9) Drug 1: COC1=C(C=C2C(=C1)N=CN=C2NC3=CC(=C(C=C3)F)Cl)OCCCN4CCOCC4. Drug 2: C1CCC(CC1)NC(=O)N(CCCl)N=O. Cell line: MALME-3M. Synergy scores: CSS=24.5, Synergy_ZIP=-11.6, Synergy_Bliss=-6.01, Synergy_Loewe=-23.9, Synergy_HSA=-6.10.